This data is from Full USPTO retrosynthesis dataset with 1.9M reactions from patents (1976-2016). The task is: Predict the reactants needed to synthesize the given product. The reactants are: C([N-]C(C)C)(C)C.[Li+].[C:9]1([CH2:15][C:16]([OH:18])=[O:17])[CH:14]=[CH:13][CH:12]=[CH:11][CH:10]=1.[C:19]1(=[O:23])[CH2:22][CH2:21][CH2:20]1.CCOC(C)=O. Given the product [OH:23][C:19]1([CH:15]([C:9]2[CH:14]=[CH:13][CH:12]=[CH:11][CH:10]=2)[C:16]([OH:18])=[O:17])[CH2:22][CH2:21][CH2:20]1, predict the reactants needed to synthesize it.